This data is from Full USPTO retrosynthesis dataset with 1.9M reactions from patents (1976-2016). The task is: Predict the reactants needed to synthesize the given product. (1) Given the product [Cl:57][C:58]1[C:63]([C:64]([F:66])([F:67])[F:65])=[CH:62][CH:61]=[CH:60][C:59]=1[CH2:68][NH:69][C:20]([CH:18]1[CH2:19][N:15]([C:14]2[C:9]([CH3:8])=[N:10][C:11]([CH3:25])=[CH:12][CH:13]=2)[C:16](=[O:24])[N:17]1[CH3:23])=[O:22], predict the reactants needed to synthesize it. The reactants are: OC(C(F)(F)F)=O.[CH3:8][C:9]1[C:14]([N:15]2[CH2:19][CH:18]([C:20]([OH:22])=O)[N:17]([CH3:23])[C:16]2=[O:24])=[CH:13][CH:12]=[C:11]([CH3:25])[N:10]=1.C(N1CCOCC1)C.O.ON1C2C=CC=CC=2N=N1.Cl.C(N=C=NCCCN(C)C)C.[Cl:57][C:58]1[C:63]([C:64]([F:67])([F:66])[F:65])=[CH:62][CH:61]=[CH:60][C:59]=1[CH2:68][NH2:69]. (2) Given the product [I:17][C:10]1[S:9][C:8]([C:2]2[S:1][C:5]([CH:6]=[O:7])=[CH:4][CH:3]=2)=[CH:12][CH:11]=1, predict the reactants needed to synthesize it. The reactants are: [S:1]1[C:5]([CH:6]=[O:7])=[CH:4][CH:3]=[C:2]1[C:8]1[S:9][CH:10]=[CH:11][CH:12]=1.C(Cl)(Cl)Cl.[I:17]N1C(=O)CCC1=O. (3) The reactants are: C[O:2][C:3]([CH:5]1[O:9][C:8](=[O:10])[N:7]([C:11]2[CH:12]=[C:13]3[C:18](=[CH:19][CH:20]=2)[N:17]([CH3:21])[C:16](=[O:22])[CH2:15][CH2:14]3)[CH2:6]1)=O.[CH3:23][NH2:24]. Given the product [CH3:23][NH:24][C:3]([C@@H:5]1[O:9][C:8](=[O:10])[N:7]([C:11]2[CH:12]=[C:13]3[C:18](=[CH:19][CH:20]=2)[N:17]([CH3:21])[C:16](=[O:22])[CH2:15][CH2:14]3)[CH2:6]1)=[O:2], predict the reactants needed to synthesize it. (4) Given the product [CH2:1]([N:8]1[C:12](=[O:13])[C:11](=[CH:28][N:29]([CH3:31])[CH3:30])[S:10][C:9]1=[N:14][C:15]1[CH:16]=[C:17]([CH:20]=[CH:21][C:22]=1[NH:23][CH2:24][CH3:25])[C:18]#[N:19])[C:2]1[CH:7]=[CH:6][CH:5]=[CH:4][CH:3]=1, predict the reactants needed to synthesize it. The reactants are: [CH2:1]([N:8]1[C:12](=[O:13])[CH2:11][S:10][C:9]1=[N:14][C:15]1[CH:16]=[C:17]([CH:20]=[CH:21][C:22]=1[NH:23][CH2:24][CH3:25])[C:18]#[N:19])[C:2]1[CH:7]=[CH:6][CH:5]=[CH:4][CH:3]=1.CO[CH:28](OC)[N:29]([CH3:31])[CH3:30]. (5) Given the product [F:7][C:8]1[CH:9]=[CH:10][CH:11]=[C:12]2[C:17]=1[N:16]=[C:15]([C:18]1[CH:23]=[CH:22][CH:21]=[CH:20][C:19]=1[S:3]([CH3:39])(=[O:5])=[O:2])[C:14]([C@@H:26]([N:28]1[C:36](=[O:37])[C:35]3[C:30](=[CH:31][CH:32]=[CH:33][CH:34]=3)[C:29]1=[O:38])[CH3:27])=[CH:13]2, predict the reactants needed to synthesize it. The reactants are: O[O:2][S:3]([O-:5])=O.[K+].[F:7][C:8]1[CH:9]=[CH:10][CH:11]=[C:12]2[C:17]=1[N:16]=[C:15]([C:18]1[CH:23]=[CH:22][CH:21]=[CH:20][C:19]=1SC)[C:14]([C@@H:26]([N:28]1[C:36](=[O:37])[C:35]3[C:30](=[CH:31][CH:32]=[CH:33][CH:34]=3)[C:29]1=[O:38])[CH3:27])=[CH:13]2.[CH2:39](Cl)Cl.